Dataset: Catalyst prediction with 721,799 reactions and 888 catalyst types from USPTO. Task: Predict which catalyst facilitates the given reaction. (1) Reactant: [OH-:1].[Na+].[CH3:3][C:4]1[C:5]([N:12]2[N:16]=[CH:15][CH:14]=[N:13]2)=[C:6]([CH:9]=[CH:10][CH:11]=1)[C:7]#N.[OH2:17]. Product: [CH3:3][C:4]1[C:5]([N:12]2[N:16]=[CH:15][CH:14]=[N:13]2)=[C:6]([CH:9]=[CH:10][CH:11]=1)[C:7]([OH:17])=[O:1]. The catalyst class is: 5. (2) Reactant: [CH3:1][CH2:2][CH2:3][NH:4][C:5]([CH2:8][C:9]1[CH:14]=[CH:13][CH:12]=[CH:11][CH:10]=1)([CH3:7])[CH3:6].CCN(CC)CC.CC(OC(OC(OC(C)(C)C)=O)=O)(C)C. Product: [CH3:1][CH2:2][CH2:3][NH:4][C:5]([CH2:8][CH:9]1[CH2:10][CH2:11][CH2:12][CH2:13][CH2:14]1)([CH3:7])[CH3:6]. The catalyst class is: 20.